This data is from Catalyst prediction with 721,799 reactions and 888 catalyst types from USPTO. The task is: Predict which catalyst facilitates the given reaction. (1) Reactant: [N:1]1[CH:6]=[CH:5][N:4]=[CH:3][C:2]=1[C:7]#[N:8].N1C=CC=CC=1.[SH:15][CH:16]([CH3:20])[C:17](O)=[O:18]. Product: [CH3:20][C:16]1[S:15][C:7]([C:2]2[CH:3]=[N:4][CH:5]=[CH:6][N:1]=2)=[N:8][C:17]=1[OH:18]. The catalyst class is: 8. (2) The catalyst class is: 50. Reactant: I[C:2]1[C:10]([CH3:11])=[CH:9][CH:8]=[CH:7][C:3]=1[C:4]([OH:6])=[O:5].[CH:12](/B(O)O)=[CH:13]\[CH3:14].C([O-])([O-])=O.[K+].[K+]. Product: [CH3:11][C:10]1[C:2](/[CH:12]=[CH:13]/[CH3:14])=[C:3]([CH:7]=[CH:8][CH:9]=1)[C:4]([OH:6])=[O:5]. (3) Reactant: [Cl:1][C:2]1[CH:7]=[CH:6][C:5]([NH:8][C:9]2[N:14]=[CH:13][C:12]([C:15](OCC)=[O:16])=[CH:11][N:10]=2)=[CH:4][CH:3]=1.CC(C[AlH]CC(C)C)C. Product: [Cl:1][C:2]1[CH:3]=[CH:4][C:5]([NH:8][C:9]2[N:10]=[CH:11][C:12]([CH2:15][OH:16])=[CH:13][N:14]=2)=[CH:6][CH:7]=1. The catalyst class is: 182.